From a dataset of Forward reaction prediction with 1.9M reactions from USPTO patents (1976-2016). Predict the product of the given reaction. (1) Given the reactants [CH3:1][C:2]([NH:7][C:8](=O)[CH:9]([O:11][N:12]1[C:17]([CH3:19])([CH3:18])[CH2:16][CH2:15][CH2:14][C:13]1([CH3:21])[CH3:20])[CH3:10])([CH3:6])[C:3]([OH:5])=[O:4].C(N(CC)CC)C.ClC(OCC)=O, predict the reaction product. The product is: [CH3:1][C:2]1([CH3:6])[C:3](=[O:4])[O:5][C:8]([CH:9]([O:11][N:12]2[C:13]([CH3:20])([CH3:21])[CH2:14][CH2:15][CH2:16][C:17]2([CH3:18])[CH3:19])[CH3:10])=[N:7]1. (2) Given the reactants [Cl:1][C:2]1[N:30]=[CH:29][C:5]2[N:6]=[C:7]([CH3:28])[N:8]([C:11]3[CH:16]=[CH:15][C:14]([O:17][CH2:18][CH2:19][CH2:20][N:21]4[CH2:26][CH2:25][CH2:24][CH2:23][CH2:22]4)=[CH:13][C:12]=3[OH:27])[C:9](=[O:10])[C:4]=2[CH:3]=1.S(C1C=CC(C)=CC=1)(O[CH2:35][CH2:36][F:37])(=O)=O.C(=O)([O-])[O-].[K+].[K+].O, predict the reaction product. The product is: [Cl:1][C:2]1[N:30]=[CH:29][C:5]2[N:6]=[C:7]([CH3:28])[N:8]([C:11]3[CH:16]=[CH:15][C:14]([O:17][CH2:18][CH2:19][CH2:20][N:21]4[CH2:26][CH2:25][CH2:24][CH2:23][CH2:22]4)=[CH:13][C:12]=3[O:27][CH2:35][CH2:36][F:37])[C:9](=[O:10])[C:4]=2[CH:3]=1. (3) Given the reactants [OH:1][CH2:2][CH2:3][CH2:4][CH2:5][CH2:6][CH2:7][O:8][C:9]1[CH:14]=[CH:13][C:12]([C:15]2[CH:20]=[CH:19][C:18]([OH:21])=[CH:17][CH:16]=2)=[CH:11][CH:10]=1.C(=O)([O-])[O-].[K+].[K+].[CH2:28]([C:30]1([CH2:34]I)[CH2:33][O:32][CH2:31]1)[CH3:29].O, predict the reaction product. The product is: [OH:1][CH2:2][CH2:3][CH2:4][CH2:5][CH2:6][CH2:7][O:8][C:9]1[CH:14]=[CH:13][C:12]([C:15]2[CH:20]=[CH:19][C:18]([O:21][CH2:34][C:30]3([CH2:28][CH3:29])[CH2:33][O:32][CH2:31]3)=[CH:17][CH:16]=2)=[CH:11][CH:10]=1.